This data is from Full USPTO retrosynthesis dataset with 1.9M reactions from patents (1976-2016). The task is: Predict the reactants needed to synthesize the given product. Given the product [CH2:3]([N:10]1[CH2:14][CH2:13][C@H:12]([C@@H:15]([O:20][C:27]2[C:28]([CH3:30])=[N:29][C:24]([Cl:23])=[CH:25][CH:26]=2)[CH2:16][CH:17]([CH3:18])[CH3:19])[CH2:11]1)[C:4]1[CH:9]=[CH:8][CH:7]=[CH:6][CH:5]=1, predict the reactants needed to synthesize it. The reactants are: N#N.[CH2:3]([N:10]1[CH2:14][CH2:13][C@H:12]([C@@H:15]([OH:20])[CH2:16][CH:17]([CH3:19])[CH3:18])[CH2:11]1)[C:4]1[CH:9]=[CH:8][CH:7]=[CH:6][CH:5]=1.[H-].[Na+].[Cl:23][C:24]1[N:29]=[C:28]([CH3:30])[C:27](F)=[CH:26][CH:25]=1.